Dataset: Peptide-MHC class I binding affinity with 185,985 pairs from IEDB/IMGT. Task: Regression. Given a peptide amino acid sequence and an MHC pseudo amino acid sequence, predict their binding affinity value. This is MHC class I binding data. (1) The peptide sequence is STHNDEIM. The MHC is H-2-Kb with pseudo-sequence H-2-Kb. The binding affinity (normalized) is 0. (2) The peptide sequence is FLYDISISL. The MHC is HLA-A02:11 with pseudo-sequence HLA-A02:11. The binding affinity (normalized) is 1.00. (3) The peptide sequence is RPMTFKAAV. The MHC is HLA-B18:01 with pseudo-sequence HLA-B18:01. The binding affinity (normalized) is 0. (4) The peptide sequence is VLKLRFWLI. The MHC is HLA-B40:01 with pseudo-sequence HLA-B40:01. The binding affinity (normalized) is 0.0847. (5) The peptide sequence is MFLAMITYI. The MHC is HLA-A23:01 with pseudo-sequence HLA-A23:01. The binding affinity (normalized) is 0.506. (6) The peptide sequence is QLPKRGVRV. The MHC is HLA-A02:02 with pseudo-sequence HLA-A02:02. The binding affinity (normalized) is 0.238.